From a dataset of Forward reaction prediction with 1.9M reactions from USPTO patents (1976-2016). Predict the product of the given reaction. Given the reactants I[C:2]1[CH:7]=[CH:6][C:5]([N:8]2[CH:13]=[C:12]([O:14][CH3:15])[C:11](=[O:16])[C:10]([C:17]3[N:21]([C:22]4[CH:27]=[CH:26][CH:25]=[CH:24][CH:23]=4)[N:20]=[CH:19][CH:18]=3)=[N:9]2)=[C:4]([O:28][CH3:29])[CH:3]=1.Cl.[F:31][C:32]1([F:39])[C:36]([F:38])([F:37])[CH2:35][NH:34][CH2:33]1.CC1(C)C2C(=C(P(C3C=CC=CC=3)C3C=CC=CC=3)C=CC=2)OC2C(P(C3C=CC=CC=3)C3C=CC=CC=3)=CC=CC1=2.CC(C)([O-])C.[Na+], predict the reaction product. The product is: [CH3:15][O:14][C:12]1[C:11](=[O:16])[C:10]([C:17]2[N:21]([C:22]3[CH:27]=[CH:26][CH:25]=[CH:24][CH:23]=3)[N:20]=[CH:19][CH:18]=2)=[N:9][N:8]([C:5]2[CH:6]=[CH:7][C:2]([N:34]3[CH2:35][C:36]([F:38])([F:37])[C:32]([F:39])([F:31])[CH2:33]3)=[CH:3][C:4]=2[O:28][CH3:29])[CH:13]=1.